This data is from Full USPTO retrosynthesis dataset with 1.9M reactions from patents (1976-2016). The task is: Predict the reactants needed to synthesize the given product. (1) Given the product [CH3:32][S:33]([NH:36][C:27](=[O:29])[CH2:26][N:24]([CH3:25])[C:22]([N:19]1[CH2:20][CH2:21][CH:17]([CH2:16][O:15][C:12]2[CH:11]=[CH:10][C:9]([C:5]3[CH:6]=[C:7]([F:8])[C:2]([F:1])=[CH:3][C:4]=3[O:30][CH3:31])=[CH:14][CH:13]=2)[CH2:18]1)=[O:23])(=[O:35])=[O:34], predict the reactants needed to synthesize it. The reactants are: [F:1][C:2]1[C:7]([F:8])=[CH:6][C:5]([C:9]2[CH:14]=[CH:13][C:12]([O:15][CH2:16][CH:17]3[CH2:21][CH2:20][N:19]([C:22]([N:24]([CH2:26][C:27]([OH:29])=O)[CH3:25])=[O:23])[CH2:18]3)=[CH:11][CH:10]=2)=[C:4]([O:30][CH3:31])[CH:3]=1.[CH3:32][S:33]([NH2:36])(=[O:35])=[O:34]. (2) Given the product [Br:1][C:2]1[CH:10]=[CH:9][C:5]([C:6]([O:8][CH2:18][C:19]2[CH:24]=[CH:23][CH:22]=[CH:21][CH:20]=2)=[O:7])=[C:4]([F:11])[CH:3]=1, predict the reactants needed to synthesize it. The reactants are: [Br:1][C:2]1[CH:10]=[CH:9][C:5]([C:6]([OH:8])=[O:7])=[C:4]([F:11])[CH:3]=1.C(=O)([O-])[O-].[K+].[K+].[CH2:18](Br)[C:19]1[CH:24]=[CH:23][CH:22]=[CH:21][CH:20]=1.